Dataset: Full USPTO retrosynthesis dataset with 1.9M reactions from patents (1976-2016). Task: Predict the reactants needed to synthesize the given product. (1) Given the product [CH3:19][C:20]1[CH:25]=[C:24]([C:26](=[N:28][O:29][CH3:30])[CH3:27])[CH:23]=[CH:22][C:21]=1[O:31][CH2:2][C:3]1[C:8]([CH:9]2[CH2:11][CH2:10]2)=[CH:7][CH:6]=[CH:5][C:4]=1[N:12]1[C:16](=[O:17])[N:15]([CH3:18])[N:14]=[N:13]1, predict the reactants needed to synthesize it. The reactants are: Br[CH2:2][C:3]1[C:8]([CH:9]2[CH2:11][CH2:10]2)=[CH:7][CH:6]=[CH:5][C:4]=1[N:12]1[C:16](=[O:17])[N:15]([CH3:18])[N:14]=[N:13]1.[CH3:19][C:20]1[CH:25]=[C:24]([C:26](=[N:28][O:29][CH3:30])[CH3:27])[CH:23]=[CH:22][C:21]=1[OH:31].C(=O)([O-])[O-].[K+].[K+]. (2) Given the product [CH:1]1([N:4]2[C:13]3[C:8](=[CH:9][C:10]([F:16])=[C:11]([N:28]4[CH2:29][C@@H:30]([F:31])[C@@H:26]([CH2:25][NH:24][CH:21]5[CH2:22][CH2:23]5)[CH2:27]4)[C:12]=3[F:14])[C:7](=[O:17])[C:6]([C:18]([OH:20])=[O:19])=[CH:5]2)[CH2:3][CH2:2]1, predict the reactants needed to synthesize it. The reactants are: [CH:1]1([N:4]2[C:13]3[C:8](=[CH:9][C:10]([F:16])=[C:11](F)[C:12]=3[F:14])[C:7](=[O:17])[C:6]([C:18]([OH:20])=[O:19])=[CH:5]2)[CH2:3][CH2:2]1.[CH:21]1([NH:24][CH2:25][C@@H:26]2[C@H:30]([F:31])[CH2:29][NH:28][CH2:27]2)[CH2:23][CH2:22]1.